From a dataset of Forward reaction prediction with 1.9M reactions from USPTO patents (1976-2016). Predict the product of the given reaction. (1) Given the reactants [CH3:1][O:2][C:3]([C:5]1([CH2:14][C:15]2[CH:20]=[CH:19][C:18]([Cl:21])=[CH:17][CH:16]=2)[CH2:9][CH2:8][C:7]([CH2:11][OH:12])([CH3:10])[C:6]1=[O:13])=[O:4].C(N(CC)CC)C.[CH3:29][S:30](Cl)(=[O:32])=[O:31].O, predict the reaction product. The product is: [CH3:1][O:2][C:3]([C:5]1([CH2:14][C:15]2[CH:16]=[CH:17][C:18]([Cl:21])=[CH:19][CH:20]=2)[CH2:9][CH2:8][C:7]([CH2:11][O:12][S:30]([CH3:29])(=[O:32])=[O:31])([CH3:10])[C:6]1=[O:13])=[O:4]. (2) Given the reactants [Cl:1][C:2]1[CH:3]=[C:4]([CH:7]=[CH:8][C:9]=1[OH:10])[CH:5]=O.C1(P(C2C=CC=CC=2)(C2C=CC=CC=2)=[C:18]([CH3:24])[C:19]([O:21][CH2:22][CH3:23])=[O:20])C=CC=CC=1, predict the reaction product. The product is: [Cl:1][C:2]1[CH:3]=[C:4]([CH:5]=[C:18]([CH3:24])[C:19]([O:21][CH2:22][CH3:23])=[O:20])[CH:7]=[CH:8][C:9]=1[OH:10]. (3) Given the reactants F[C:2]1[CH:7]=[CH:6][C:5]([F:8])=[CH:4][C:3]=1[N+:9]([O-:11])=[O:10].N1C=CC=CC=1.[NH2:18][NH2:19].[C:20](Cl)(=[O:22])[CH3:21], predict the reaction product. The product is: [C:20]([NH:18][NH:19][C:2]1[CH:7]=[CH:6][C:5]([F:8])=[CH:4][C:3]=1[N+:9]([O-:11])=[O:10])(=[O:22])[CH3:21]. (4) Given the reactants [CH2:1]([O:3][C:4](=[O:22])[C:5]([O:8][C:9]1[CH:14]=[CH:13][C:12]([O:15][CH:16]([C:18]([OH:20])=O)[CH3:17])=[CH:11][C:10]=1[CH3:21])([CH3:7])[CH3:6])[CH3:2].[CH:23]1([C:26]2[C:31]([NH2:32])=[CH:30][N:29]=[C:28]([C:33]3[CH:38]=[CH:37][C:36]([C:39]([F:42])([F:41])[F:40])=[CH:35][CH:34]=3)[N:27]=2)[CH2:25][CH2:24]1.FC(F)(F)C1C(C(O)=O)=CN=C(C2C=CC(C(F)(F)F)=CC=2)N=1, predict the reaction product. The product is: [CH2:1]([O:3][C:4](=[O:22])[C:5]([O:8][C:9]1[CH:14]=[CH:13][C:12]([O:15][CH:16]([C:18](=[O:20])[NH:32][C:31]2[C:26]([CH:23]3[CH2:24][CH2:25]3)=[N:27][C:28]([C:33]3[CH:34]=[CH:35][C:36]([C:39]([F:42])([F:41])[F:40])=[CH:37][CH:38]=3)=[N:29][CH:30]=2)[CH3:17])=[CH:11][C:10]=1[CH3:21])([CH3:6])[CH3:7])[CH3:2]. (5) Given the reactants [O:1]=[C:2]1[CH:7]=[CH:6][C:5]([C:8]2[C:9]([C:31]3[CH:36]=[CH:35][CH:34]=[CH:33][CH:32]=3)=[N:10][N:11]3[CH:16]=[CH:15][C:14]([O:17][CH:18]4[CH2:23][CH2:22][N:21](C(OC(C)(C)C)=O)[CH2:20][CH2:19]4)=[CH:13][C:12]=23)=[N:4][N:3]1[CH:37]([CH3:39])[CH3:38].[ClH:40].CCOC(C)=O, predict the reaction product. The product is: [ClH:40].[NH:21]1[CH2:20][CH2:19][CH:18]([O:17][C:14]2[CH:15]=[CH:16][N:11]3[N:10]=[C:9]([C:31]4[CH:32]=[CH:33][CH:34]=[CH:35][CH:36]=4)[C:8]([C:5]4[CH:6]=[CH:7][C:2](=[O:1])[N:3]([CH:37]([CH3:39])[CH3:38])[N:4]=4)=[C:12]3[CH:13]=2)[CH2:23][CH2:22]1. (6) The product is: [C:1]([O:5][C:6]([N:8]1[CH2:13][CH2:12][N:11]([C:14]2[C:21]([F:22])=[CH:20][CH:19]=[CH:18][C:15]=2[CH:16]=[N:29][S@:27]([C:24]([CH3:26])([CH3:25])[CH3:23])=[O:28])[CH2:10][CH2:9]1)=[O:7])([CH3:4])([CH3:3])[CH3:2]. Given the reactants [C:1]([O:5][C:6]([N:8]1[CH2:13][CH2:12][N:11]([C:14]2[C:21]([F:22])=[CH:20][CH:19]=[CH:18][C:15]=2[CH:16]=O)[CH2:10][CH2:9]1)=[O:7])([CH3:4])([CH3:3])[CH3:2].[CH3:23][C:24]([S@@:27]([NH2:29])=[O:28])([CH3:26])[CH3:25].[Na+].[Cl-], predict the reaction product. (7) Given the reactants I[C:2]1[CH:23]=[CH:22][C:5]([C:6]([NH:8][S:9]([C:12]2[CH:17]=[CH:16][CH:15]=[CH:14][C:13]=2[S:18](=[O:21])(=[O:20])[NH2:19])(=[O:11])=[O:10])=[O:7])=[CH:4][CH:3]=1.[C:24]1([C:30]#[CH:31])[CH:29]=[CH:28][CH:27]=[CH:26][CH:25]=1.C(N(CC)CC)C.C(OCC)(=O)C, predict the reaction product. The product is: [C:24]1([C:30]#[C:31][C:2]2[CH:23]=[CH:22][C:5]([C:6]([NH:8][S:9]([C:12]3[CH:17]=[CH:16][CH:15]=[CH:14][C:13]=3[S:18](=[O:21])(=[O:20])[NH2:19])(=[O:11])=[O:10])=[O:7])=[CH:4][CH:3]=2)[CH:29]=[CH:28][CH:27]=[CH:26][CH:25]=1. (8) Given the reactants N1C(C2C=CC([C:12]3[C:21](C)=[CH:20][C:19]4[C:14](=[CH:15][CH:16]=[C:17]([O:23][CH3:24])[CH:18]=4)[N:13]=3)=CC=2)=NN=N1.[CH3:25][O:26][C:27]([C:29]1[CH:34]=[CH:33][C:32](B(O)O)=[CH:31][CH:30]=1)=[O:28].C(=O)([O-])[O-].[Na+].[Na+], predict the reaction product. The product is: [CH3:24][O:23][C:17]1[CH:18]=[C:19]2[C:14](=[CH:15][CH:16]=1)[N:13]=[C:12]([C:32]1[CH:33]=[CH:34][C:29]([C:27]([O:26][CH3:25])=[O:28])=[CH:30][CH:31]=1)[CH:21]=[CH:20]2.